This data is from Full USPTO retrosynthesis dataset with 1.9M reactions from patents (1976-2016). The task is: Predict the reactants needed to synthesize the given product. Given the product [CH2:44]([O:51][NH:52][C@H:2]1[CH2:7][NH:6][C@H:5]([C:14]([O:16][C:17]([CH3:18])([CH3:19])[CH3:20])=[O:15])[CH2:4][CH2:3]1)[C:45]1[CH:50]=[CH:49][CH:48]=[CH:47][CH:46]=1, predict the reactants needed to synthesize it. The reactants are: O[C@@H:2]1[CH2:7][N:6](C(=O)C(F)(F)F)[C@H:5]([C:14]([O:16][C:17]([CH3:20])([CH3:19])[CH3:18])=[O:15])[CH2:4][CH2:3]1.N1C(C)=CC=CC=1C.FC(F)(F)S(OS(C(F)(F)F)(=O)=O)(=O)=O.[CH2:44]([O:51][NH2:52])[C:45]1[CH:50]=[CH:49][CH:48]=[CH:47][CH:46]=1.